Dataset: Catalyst prediction with 721,799 reactions and 888 catalyst types from USPTO. Task: Predict which catalyst facilitates the given reaction. (1) Reactant: [Cl:1][C:2]1[CH:7]=[C:6]2[NH:8][C:9](=[O:32])[C:10]3([CH:15]([C:16]4[CH:21]=[CH:20][CH:19]=[C:18]([Cl:22])[CH:17]=4)[CH2:14][C:13](=[O:23])[N:12]([CH2:24][C:25](F)=[O:26])[CH:11]3[C:28](=[CH2:31])[CH2:29][CH3:30])[C:5]2=[CH:4][CH:3]=1.FC(F)(F)C(O)=O.[CH3:40][S:41]([N:44]1[CH2:49][CH2:48][CH:47]([NH2:50])[CH2:46][CH2:45]1)(=[O:43])=[O:42].CN1CCOCC1. Product: [Cl:1][C:2]1[CH:7]=[C:6]2[NH:8][C:9](=[O:32])[C:10]3([CH:15]([C:16]4[CH:21]=[CH:20][CH:19]=[C:18]([Cl:22])[CH:17]=4)[CH2:14][C:13](=[O:23])[N:12]([CH2:24][C:25]([NH:50][CH:47]4[CH2:48][CH2:49][N:44]([S:41]([CH3:40])(=[O:43])=[O:42])[CH2:45][CH2:46]4)=[O:26])[CH:11]3[C:28](=[CH2:31])[CH2:29][CH3:30])[C:5]2=[CH:4][CH:3]=1. The catalyst class is: 367. (2) Reactant: [Br:1][C:2]1[CH:3]=[C:4]([NH2:8])[CH:5]=[N:6][CH:7]=1.[S:9]1[CH:13]=[CH:12][C:11]([CH:14]=O)=[CH:10]1.[Si]([C:20]#[N:21])(C)(C)C. Product: [Br:1][C:2]1[CH:3]=[C:4]([NH:8][CH:14]([C:11]2[CH:12]=[CH:13][S:9][CH:10]=2)[C:20]#[N:21])[CH:5]=[N:6][CH:7]=1. The catalyst class is: 57. (3) Reactant: [Cl:1][C:2]1[CH:7]=[CH:6][C:5]([C:8](=O)[CH2:9][C:10](OCC)=[O:11])=[C:4]([F:16])[CH:3]=1.O.[NH2:18][NH2:19]. Product: [Cl:1][C:2]1[CH:7]=[CH:6][C:5]([C:8]2[CH:9]=[C:10]([OH:11])[NH:19][N:18]=2)=[C:4]([F:16])[CH:3]=1. The catalyst class is: 8.